This data is from Forward reaction prediction with 1.9M reactions from USPTO patents (1976-2016). The task is: Predict the product of the given reaction. (1) Given the reactants [CH2:1]([O:3][C:4](=[O:24])[C:5]1[CH:10]=[CH:9][C:8]([NH:11][C:12]([C:14]2[CH:22]=[C:21]3[C:17]([CH2:18][CH2:19][NH:20]3)=[CH:16][CH:15]=2)=[O:13])=[CH:7][C:6]=1[F:23])[CH3:2].[Cl:25][C:26]1[CH:27]=[C:28]([S:32](Cl)(=[O:34])=[O:33])[CH:29]=[CH:30][CH:31]=1, predict the reaction product. The product is: [CH2:1]([O:3][C:4](=[O:24])[C:5]1[CH:10]=[CH:9][C:8]([NH:11][C:12]([C:14]2[CH:22]=[C:21]3[C:17]([CH2:18][CH2:19][N:20]3[S:32]([C:28]3[CH:29]=[CH:30][CH:31]=[C:26]([Cl:25])[CH:27]=3)(=[O:34])=[O:33])=[CH:16][CH:15]=2)=[O:13])=[CH:7][C:6]=1[F:23])[CH3:2]. (2) Given the reactants Cl[S:2]([CH2:5][CH2:6][CH2:7][CH2:8][CH2:9][C:10]([O:12][CH2:13][C:14]1[CH:19]=[CH:18][CH:17]=[CH:16][CH:15]=1)=[O:11])(=[O:4])=[O:3].[OH:20][CH2:21][C@:22]([OH:72])([CH3:71])[C:23](=[O:70])[C@@H:24]([NH:29][C:30](=[O:69])[C@@H:31]([NH:39][C:40](=[O:68])[C@@H:41]([NH:46][C:47](=[O:67])[C@@H:48]([NH:57][C:58](=[O:66])[CH2:59][N:60]1[CH2:65][CH2:64][O:63][CH2:62][CH2:61]1)[CH2:49][CH2:50][C:51]1[CH:56]=[CH:55][CH:54]=[CH:53][CH:52]=1)[CH2:42][CH:43]([CH3:45])[CH3:44])[CH2:32][C:33]1[CH:38]=[CH:37][CH:36]=[CH:35][CH:34]=1)[CH2:25][CH:26]([CH3:28])[CH3:27].N1C=CC=CC=1, predict the reaction product. The product is: [OH:72][C@@:22]([CH3:71])([C:23](=[O:70])[C@@H:24]([NH:29][C:30](=[O:69])[C@@H:31]([NH:39][C:40](=[O:68])[C@@H:41]([NH:46][C:47](=[O:67])[C@@H:48]([NH:57][C:58](=[O:66])[CH2:59][N:60]1[CH2:65][CH2:64][O:63][CH2:62][CH2:61]1)[CH2:49][CH2:50][C:51]1[CH:52]=[CH:53][CH:54]=[CH:55][CH:56]=1)[CH2:42][CH:43]([CH3:45])[CH3:44])[CH2:32][C:33]1[CH:38]=[CH:37][CH:36]=[CH:35][CH:34]=1)[CH2:25][CH:26]([CH3:27])[CH3:28])[CH2:21][O:20][S:2]([CH2:5][CH2:6][CH2:7][CH2:8][CH2:9][C:10]([O:12][CH2:13][C:14]1[CH:15]=[CH:16][CH:17]=[CH:18][CH:19]=1)=[O:11])(=[O:4])=[O:3]. (3) Given the reactants [CH2:1]([NH:8][C:9]1[C:10]2[NH:18][N:17]=[C:16]([CH:19]([CH3:21])[CH3:20])[C:11]=2[N:12]=[C:13](Cl)[N:14]=1)[C:2]1[CH:7]=[CH:6][CH:5]=[CH:4][CH:3]=1.[CH2:22]([NH2:29])[CH2:23][CH2:24][CH2:25][CH2:26][CH2:27][CH3:28], predict the reaction product. The product is: [CH2:1]([NH:8][C:9]1[C:10]2[NH:18][N:17]=[C:16]([CH:19]([CH3:21])[CH3:20])[C:11]=2[N:12]=[C:13]([NH:29][CH2:22][CH2:23][CH2:24][CH2:25][CH2:26][CH2:27][CH3:28])[N:14]=1)[C:2]1[CH:7]=[CH:6][CH:5]=[CH:4][CH:3]=1. (4) The product is: [Cl:1][C:2]1[CH:3]=[CH:4][C:5]([C:8]2[N:9]=[C:10]([C:29]([O:31][CH2:32][CH3:33])=[O:30])[N:11]([CH2:21][CH3:22])[C:12]=2[C:13]2[CH:18]=[CH:17][C:16]([Cl:19])=[CH:15][C:14]=2[Cl:20])=[CH:6][CH:7]=1. Given the reactants [Cl:1][C:2]1[CH:7]=[CH:6][C:5]([C:8]2[N:9]=[CH:10][N:11]([CH2:21][CH3:22])[C:12]=2[C:13]2[CH:18]=[CH:17][C:16]([Cl:19])=[CH:15][C:14]=2[Cl:20])=[CH:4][CH:3]=1.C([Li])CCC.Cl[C:29]([O:31][CH2:32][CH3:33])=[O:30], predict the reaction product. (5) The product is: [ClH:18].[CH3:1][S:2]([CH2:5][CH2:6][O:7][CH2:8][CH2:9][NH2:10])(=[O:4])=[O:3]. Given the reactants [CH3:1][S:2]([CH2:5][CH2:6][O:7][CH2:8][CH2:9][NH:10]C(=O)OC(C)(C)C)(=[O:4])=[O:3].[ClH:18], predict the reaction product. (6) Given the reactants CS(O[CH2:6][CH:7]1[N:16]2[C:17]3[CH:18]=[CH:19][CH:20]=[C:21]([F:24])[C:22]=3[CH:23]=[C:15]2[C:14]2[N:13]=[C:12]([Cl:25])[CH:11]=[CH:10][C:9]=2[CH2:8]1)(=O)=O.[C-:26]#[N:27].[K+], predict the reaction product. The product is: [Cl:25][C:12]1[CH:11]=[CH:10][C:9]2[CH2:8][CH:7]([CH2:6][C:26]#[N:27])[N:16]3[C:17]4[CH:18]=[CH:19][CH:20]=[C:21]([F:24])[C:22]=4[CH:23]=[C:15]3[C:14]=2[N:13]=1.